Dataset: Full USPTO retrosynthesis dataset with 1.9M reactions from patents (1976-2016). Task: Predict the reactants needed to synthesize the given product. (1) The reactants are: Cl.[NH2:2][C@@H:3]([CH3:44])[C:4]([NH:6][C@@H:7]([C:40]([CH3:43])([CH3:42])[CH3:41])[C:8]([N:10]1[CH2:14][CH2:13][CH2:12][C@H:11]1[C:15]([NH:17][C:18]1[CH:19]=[C:20]2[C:25](=[CH:26][C:27]=1[O:28][CH3:29])[N:24]=[CH:23][N:22]=[C:21]2[NH:30][C:31]1[CH:36]=[CH:35][C:34]([F:37])=[C:33]([Cl:38])[C:32]=1[F:39])=[O:16])=[O:9])=[O:5].C([O-])(O)=O.[Na+].O.[C:51](Cl)(=[O:54])[CH:52]=[CH2:53]. Given the product [ClH:38].[C:51]([NH:2][C@@H:3]([CH3:44])[C:4]([NH:6][C@@H:7]([C:40]([CH3:43])([CH3:42])[CH3:41])[C:8]([N:10]1[CH2:14][CH2:13][CH2:12][C@H:11]1[C:15]([NH:17][C:18]1[CH:19]=[C:20]2[C:25](=[CH:26][C:27]=1[O:28][CH3:29])[N:24]=[CH:23][N:22]=[C:21]2[NH:30][C:31]1[CH:36]=[CH:35][C:34]([F:37])=[C:33]([Cl:38])[C:32]=1[F:39])=[O:16])=[O:9])=[O:5])(=[O:54])[CH:52]=[CH2:53], predict the reactants needed to synthesize it. (2) Given the product [Cl:1][C:2]1[CH:7]=[CH:6][C:5]([N:8]2[CH:12]=[CH:11][CH:10]=[C:9]2[CH:52]=[CH:47][C:48]([O:50][CH3:51])=[O:49])=[C:4]([C:15](=[O:27])[C:16]2[CH:21]=[CH:20][CH:19]=[C:18]([O:22][CH3:23])[C:17]=2[O:24][CH2:25][CH3:26])[CH:3]=1, predict the reactants needed to synthesize it. The reactants are: [Cl:1][C:2]1[CH:7]=[CH:6][C:5]([N:8]2[CH:12]=[CH:11][CH:10]=[C:9]2C=O)=[C:4]([C:15](=[O:27])[C:16]2[CH:21]=[CH:20][CH:19]=[C:18]([O:22][CH3:23])[C:17]=2[O:24][CH2:25][CH3:26])[CH:3]=1.C1(P(=[CH:47][C:48]([O:50][CH3:51])=[O:49])(C2C=CC=CC=2)C2C=CC=CC=2)C=CC=CC=1.[C:52]1(C)C=CC=CC=1. (3) Given the product [CH2:21]([O:20][C:18](=[O:19])[CH2:17][N:10]1[C:11]2[C:16](=[CH:15][CH:14]=[CH:13][CH:12]=2)[C:8]([CH:7]=[C:3]([C:4]([Cl:26])=[O:5])[C:1]#[N:2])=[CH:9]1)[CH3:22], predict the reactants needed to synthesize it. The reactants are: [C:1]([C:3](=[CH:7][C:8]1[C:16]2[C:11](=[CH:12][CH:13]=[CH:14][CH:15]=2)[N:10]([CH2:17][C:18]([O:20][CH2:21][CH3:22])=[O:19])[CH:9]=1)[C:4](O)=[O:5])#[N:2].C(Cl)(=O)C([Cl:26])=O. (4) Given the product [Cl:8][C:6]1[CH:7]=[C:2]([N:13]2[CH:14]=[C:10]([CH3:9])[N:11]=[CH:12]2)[N:3]=[CH:4][N:5]=1, predict the reactants needed to synthesize it. The reactants are: Cl[C:2]1[CH:7]=[C:6]([Cl:8])[N:5]=[CH:4][N:3]=1.[CH3:9][C:10]1[N:11]=[CH:12][NH:13][CH:14]=1.C(=O)([O-])[O-].[Cs+].[Cs+].O. (5) Given the product [CH2:6]=[CH:7][C:8]1[CH:13]=[CH:12][CH:11]=[CH:10][CH:9]=1.[CH:14]([C:16]1[C:25]2[C:20](=[CH:21][CH:22]=[CH:23][CH:24]=2)[CH:19]=[CH:18][CH:17]=1)=[CH2:15], predict the reactants needed to synthesize it. The reactants are: C(#N)C.CO.[CH2:6]=[CH:7][C:8]1[CH:13]=[CH:12][CH:11]=[CH:10][CH:9]=1.[CH:14]([C:16]1[C:25]2[C:20](=[CH:21][CH:22]=[CH:23][CH:24]=2)[CH:19]=[CH:18][CH:17]=1)=[CH2:15].